From a dataset of Peptide-MHC class I binding affinity with 185,985 pairs from IEDB/IMGT. Regression. Given a peptide amino acid sequence and an MHC pseudo amino acid sequence, predict their binding affinity value. This is MHC class I binding data. The peptide sequence is YTYGAGSYF. The MHC is HLA-C07:01 with pseudo-sequence HLA-C07:01. The binding affinity (normalized) is 0.594.